Predict which catalyst facilitates the given reaction. From a dataset of Catalyst prediction with 721,799 reactions and 888 catalyst types from USPTO. (1) Reactant: [CH2:1]([N:8]1[CH2:13][CH2:12][CH:11]([NH:14][C:15]([NH2:17])=[S:16])[CH2:10][CH2:9]1)[C:2]1[CH:7]=[CH:6][CH:5]=[CH:4][CH:3]=1.Br[CH2:19][C:20](=O)[C:21]([F:24])([F:23])[F:22]. Product: [CH2:1]([N:8]1[CH2:9][CH2:10][CH:11]([NH:14][C:15]2[S:16][CH:19]=[C:20]([C:21]([F:24])([F:23])[F:22])[N:17]=2)[CH2:12][CH2:13]1)[C:2]1[CH:3]=[CH:4][CH:5]=[CH:6][CH:7]=1. The catalyst class is: 8. (2) Reactant: [F:1][C@H:2]([C:4]1[S:8][C:7]2=[N:9][C:10]([C:12]3[O:13][C:14]4[C:15](=[C:17]([OH:23])[CH:18]=[C:19]([O:21][CH3:22])[CH:20]=4)[CH:16]=3)=[CH:11][N:6]2[N:5]=1)[CH3:3].O[CH2:25][C:26]1[N:31]=[C:30]([C:32]2([OH:38])[CH2:37][CH2:36][O:35][CH2:34][CH2:33]2)[CH:29]=[CH:28][CH:27]=1.C(P(CCCC)CCCC)CCC.N(C(N1CCCCC1)=O)=NC(N1CCCCC1)=O. Product: [F:1][C@H:2]([C:4]1[S:8][C:7]2=[N:9][C:10]([C:12]3[O:13][C:14]4[CH:20]=[C:19]([O:21][CH3:22])[CH:18]=[C:17]([O:23][CH2:25][C:26]5[N:31]=[C:30]([C:32]6([OH:38])[CH2:37][CH2:36][O:35][CH2:34][CH2:33]6)[CH:29]=[CH:28][CH:27]=5)[C:15]=4[CH:16]=3)=[CH:11][N:6]2[N:5]=1)[CH3:3]. The catalyst class is: 49. (3) Product: [C:5]1([CH:11]2[CH2:19][C:18]3[C:13](=[CH:14][CH:15]=[CH:16][CH:17]=3)[NH:12]2)[CH:6]=[CH:7][CH:8]=[CH:9][CH:10]=1. Reactant: [BH3-]C#N.[Na+].[C:5]1([C:11]2[NH:12][C:13]3[C:18]([CH:19]=2)=[CH:17][CH:16]=[CH:15][CH:14]=3)[CH:10]=[CH:9][CH:8]=[CH:7][CH:6]=1.C([O-])(O)=O.[Na+]. The catalyst class is: 15. (4) Reactant: [BH4-].[Na+].C(O)(=O)C.[F:7][C:8]1[CH:41]=[CH:40][C:11]([C:12]([C:14]2[CH:15]=[C:16]([CH:36]=[CH:37][C:38]=2[OH:39])[CH2:17][N:18]2[C:26]3[C:21](=[C:22]([NH:28][C:29](=[O:35])[C:30]([O:32][CH2:33][CH3:34])=[O:31])[CH:23]=[CH:24][C:25]=3[CH3:27])[CH:20]=[CH:19]2)=[O:13])=[CH:10][CH:9]=1.C(=O)(O)[O-].[Na+]. Product: [F:7][C:8]1[CH:9]=[CH:10][C:11]([CH:12]([OH:13])[C:14]2[CH:15]=[C:16]([CH:36]=[CH:37][C:38]=2[OH:39])[CH2:17][N:18]2[C:26]3[C:21](=[C:22]([NH:28][C:29](=[O:35])[C:30]([O:32][CH2:33][CH3:34])=[O:31])[CH:23]=[CH:24][C:25]=3[CH3:27])[CH:20]=[CH:19]2)=[CH:40][CH:41]=1. The catalyst class is: 7. (5) Product: [Cl:1][C:2]1[C:11]2[C:6](=[CH:7][C:8]([Cl:12])=[CH:9][CH:10]=2)[N:5]=[C:4]([C:18]#[N:19])[CH:3]=1. Reactant: [Cl:1][C:2]1[C:11]2[C:6](=[CH:7][C:8]([Cl:12])=[CH:9][CH:10]=2)[N+:5]([O-])=[CH:4][CH:3]=1.C[Si]([C:18]#[N:19])(C)C.CN(C)C(Cl)=O. The catalyst class is: 26. (6) Reactant: C1(C(C2C=CC=CC=2)([C@H]2CCCN2)O)C=CC=CC=1.[OH:20][C:21]1[CH:22]=[C:23]2[C:28](=[CH:29][CH:30]=1)[C:27]([C:31]([C:33]1[CH:38]=[CH:37][C:36]([O:39][CH2:40][CH2:41][N:42]3[CH2:47][CH2:46][CH2:45][CH2:44][CH2:43]3)=[CH:35][CH:34]=1)=[O:32])=[C:26]([C:48]1[CH:53]=[C:52]([F:54])[CH:51]=[C:50]([F:55])[C:49]=1[F:56])[CH:25]=[CH:24]2.B.C(CN)O.[Cl-].[NH4+]. Product: [OH:32][CH:31]([C:33]1[CH:34]=[CH:35][C:36]([O:39][CH2:40][CH2:41][N:42]2[CH2:47][CH2:46][CH2:45][CH2:44][CH2:43]2)=[CH:37][CH:38]=1)[C:27]1[C:26]([C:48]2[CH:53]=[C:52]([F:54])[CH:51]=[C:50]([F:55])[C:49]=2[F:56])=[CH:25][CH:24]=[C:23]2[C:28]=1[CH:29]=[CH:30][C:21]([OH:20])=[CH:22]2. The catalyst class is: 1.